Predict the reactants needed to synthesize the given product. From a dataset of Full USPTO retrosynthesis dataset with 1.9M reactions from patents (1976-2016). (1) Given the product [NH2:30][CH2:12][CH:10]([OH:11])[CH2:9][O:8][C:7]1[C:6]([CH3:13])=[CH:5][C:4]([CH2:14][CH2:15][C:16]([C:18]2[S:19][C:20]([CH3:29])=[C:21]([C:23]3[CH:28]=[CH:27][CH:26]=[CH:25][CH:24]=3)[CH:22]=2)=[O:17])=[CH:3][C:2]=1[CH3:1], predict the reactants needed to synthesize it. The reactants are: [CH3:1][C:2]1[CH:3]=[C:4]([CH2:14][CH2:15][C:16]([C:18]2[S:19][C:20]([CH3:29])=[C:21]([C:23]3[CH:28]=[CH:27][CH:26]=[CH:25][CH:24]=3)[CH:22]=2)=[O:17])[CH:5]=[C:6]([CH3:13])[C:7]=1[O:8][CH2:9][CH:10]1[CH2:12][O:11]1.[NH3:30]. (2) Given the product [CH:3]1([N:7]2[CH2:8][CH2:9][CH:10]([O:13][C:15]3[CH:20]=[CH:19][C:18]([N+:21]([O-:23])=[O:22])=[CH:17][CH:16]=3)[CH2:11][CH2:12]2)[CH2:6][CH2:5][CH2:4]1, predict the reactants needed to synthesize it. The reactants are: [H-].[Na+].[CH:3]1([N:7]2[CH2:12][CH2:11][CH:10]([OH:13])[CH2:9][CH2:8]2)[CH2:6][CH2:5][CH2:4]1.F[C:15]1[CH:20]=[CH:19][C:18]([N+:21]([O-:23])=[O:22])=[CH:17][CH:16]=1. (3) Given the product [CH2:10]([O:17][C:18]1[CH:23]=[CH:22][C:21]([C:2]2[CH:7]=[C:6]([Br:8])[CH:5]=[C:4]([Br:9])[CH:3]=2)=[CH:20][CH:19]=1)[C:11]1[CH:16]=[CH:15][CH:14]=[CH:13][CH:12]=1, predict the reactants needed to synthesize it. The reactants are: Br[C:2]1[CH:7]=[C:6]([Br:8])[CH:5]=[C:4]([Br:9])[CH:3]=1.[CH2:10]([O:17][C:18]1[CH:23]=[CH:22][C:21](B(O)O)=[CH:20][CH:19]=1)[C:11]1[CH:16]=[CH:15][CH:14]=[CH:13][CH:12]=1. (4) Given the product [CH3:28][CH:24]([O:31][C:3]([CH3:4])=[O:2])[CH2:25][O:1][CH3:8].[Ti:22], predict the reactants needed to synthesize it. The reactants are: [OH2:1].[O-:2][CH2:3][CH2:4]CC.[O-][CH2:8]CCC.[O-]CCCC.[O-]CCCC.[Ti+4:22].C[C:24]([OH:31])([CH2:28]CC)[CH2:25]CO. (5) Given the product [CH2:21]([NH:24][C:2]1[CH:10]=[C:9]([C:11]([F:14])([F:13])[F:12])[CH:8]=[CH:7][C:3]=1[C:4]([NH2:6])=[O:5])[CH:22]=[CH2:23], predict the reactants needed to synthesize it. The reactants are: F[C:2]1[CH:10]=[C:9]([C:11]([F:14])([F:13])[F:12])[CH:8]=[CH:7][C:3]=1[C:4]([NH2:6])=[O:5].C([O-])([O-])=O.[K+].[K+].[CH2:21]([NH2:24])[CH:22]=[CH2:23].CC(N(C)C)=O. (6) Given the product [CH:1]1([N:6]2[CH2:12][C:11]([F:14])([F:13])[C:10](=[O:15])[N:9]([CH3:16])[C:8]3[CH:17]=[N:18][C:19]([NH:21][C:22]4[CH:30]=[CH:29][C:25]([C:26]([NH:80][CH2:79][CH2:78][CH2:77][N:76]([CH3:81])[CH3:75])=[O:27])=[CH:24][C:23]=4[F:31])=[N:20][C:7]2=3)[CH2:5][CH2:4][CH2:3][CH2:2]1, predict the reactants needed to synthesize it. The reactants are: [CH:1]1([N:6]2[CH2:12][C:11]([F:14])([F:13])[C:10](=[O:15])[N:9]([CH3:16])[C:8]3[CH:17]=[N:18][C:19]([NH:21][C:22]4[CH:30]=[CH:29][C:25]([C:26](O)=[O:27])=[CH:24][C:23]=4[F:31])=[N:20][C:7]2=3)[CH2:5][CH2:4][CH2:3][CH2:2]1.ON1C2C=CC=CC=2N=N1.F[P-](F)(F)(F)(F)F.CN(C(N(C)C)=[N+]1C2C=CC=CC=2[N+]([O-])=N1)C.C(N(C(C)C)CC)(C)C.[CH3:75][N:76]([CH3:81])[CH2:77][CH2:78][CH2:79][NH2:80].